The task is: Predict the reactants needed to synthesize the given product.. This data is from Full USPTO retrosynthesis dataset with 1.9M reactions from patents (1976-2016). (1) The reactants are: C([Li])CCC.Br[C:7]1[CH:12]=[C:11]([F:13])[CH:10]=[CH:9][C:8]=1[O:14][CH2:15][O:16][CH3:17].C[O:19][B:20](OC)[O:21]C.[C:29]([OH:31])(=[O:30])[CH2:27][C:27]([CH2:27][C:29]([OH:31])=[O:30])([C:29]([OH:31])=[O:30])O. Given the product [BH:20]([OH:21])[OH:19].[F:13][C:11]1[CH:10]=[CH:9][C:8]([O:14][CH2:15][O:16][CH3:17])=[C:7]([CH2:27][C:29]([OH:31])=[O:30])[CH:12]=1, predict the reactants needed to synthesize it. (2) Given the product [CH3:2][O:3][N:4]([CH3:5])[C:18](=[O:20])[C@@H:17]([NH:16][C:14](=[O:15])[O:13][CH2:6][C:7]1[CH:8]=[CH:9][CH:10]=[CH:11][CH:12]=1)[CH3:21], predict the reactants needed to synthesize it. The reactants are: Cl.[CH3:2][O:3][NH:4][CH3:5].[CH2:6]([O:13][C:14]([NH:16][C@@H:17]([CH3:21])[C:18]([OH:20])=O)=[O:15])[C:7]1[CH:12]=[CH:11][CH:10]=[CH:9][CH:8]=1.[Cl-].COC1N=C(OC)N=C([N+]2(C)CCOCC2)N=1. (3) Given the product [O:17]1[CH2:18][CH2:19][N:14]([C:4]2[N:5]=[C:6]([N:8]3[CH2:13][CH2:12][O:11][CH2:10][CH2:9]3)[N:7]=[C:2]([C:25]3[CH:26]=[C:21]([OH:20])[CH:22]=[CH:23][CH:24]=3)[N:3]=2)[CH2:15][CH2:16]1, predict the reactants needed to synthesize it. The reactants are: Cl[C:2]1[N:7]=[C:6]([N:8]2[CH2:13][CH2:12][O:11][CH2:10][CH2:9]2)[N:5]=[C:4]([N:14]2[CH2:19][CH2:18][O:17][CH2:16][CH2:15]2)[N:3]=1.[OH:20][C:21]1[CH:22]=[C:23](B2OC(C)(C)C(C)(C)O2)[CH:24]=[CH:25][CH:26]=1. (4) Given the product [I:22][C:23]1[C:27]2[N:28]=[CH:29][N:30]=[C:31]([NH2:32])[C:26]=2[N:25]([C:33]2[CH:34]=[CH:35][C:36]([N+:39]([O-:41])=[O:40])=[CH:37][CH:38]=2)[N:24]=1, predict the reactants needed to synthesize it. The reactants are: IC1C2N=CN=C(N)C=2NN=1.FC1C=CC([N+]([O-])=O)=CC=1.[I:22][C:23]1[C:27]2[N:28]=[CH:29][N:30]=[C:31]([NH2:32])[C:26]=2[N:25]([C:33]2[CH:38]=[CH:37][C:36]([N+:39]([O-:41])=[O:40])=[C:35](OC)[CH:34]=2)[N:24]=1.CO[C@@H]1[C@@H](C(OC)=O)[C@@H]2[C@@H](CN3[C@H](C2)C2NC4C=C(OC)C=CC=4C=2CC3)C[C@H]1OC(C1C=C(OC)C(OC)=C(OC)C=1)=O. (5) Given the product [Br:1][C:2]1[C:3]([CH3:18])=[C:4]([NH:8][C:9](=[S:28])[C:10]2[CH:15]=[CH:14][CH:13]=[CH:12][C:11]=2[F:16])[CH:5]=[CH:6][CH:7]=1, predict the reactants needed to synthesize it. The reactants are: [Br:1][C:2]1[C:3]([CH3:18])=[C:4]([NH:8][C:9](=O)[C:10]2[CH:15]=[CH:14][CH:13]=[CH:12][C:11]=2[F:16])[CH:5]=[CH:6][CH:7]=1.COC1C=CC(P2(=S)SP(=S)(C3C=CC(OC)=CC=3)[S:28]2)=CC=1.